From a dataset of Peptide-MHC class II binding affinity with 134,281 pairs from IEDB. Regression. Given a peptide amino acid sequence and an MHC pseudo amino acid sequence, predict their binding affinity value. This is MHC class II binding data. (1) The MHC is DRB3_0202 with pseudo-sequence DRB3_0202. The peptide sequence is TAAVELARALVRAVA. The binding affinity (normalized) is 0.346. (2) The binding affinity (normalized) is 0.241. The peptide sequence is ENRSWYLTENIQRFLPNPAG. The MHC is DRB1_1501 with pseudo-sequence DRB1_1501. (3) The peptide sequence is SNLLRAIEAQQHLLQLTVWGIKQL. The MHC is HLA-DQA10401-DQB10402 with pseudo-sequence HLA-DQA10401-DQB10402. The binding affinity (normalized) is 0.357.